This data is from Forward reaction prediction with 1.9M reactions from USPTO patents (1976-2016). The task is: Predict the product of the given reaction. (1) Given the reactants Br[C:2]1[CH:7]=[C:6]([CH:8]=[O:9])[C:5]([O:10][CH3:11])=[CH:4][C:3]=1[C:12]1[CH:17]=[CH:16][C:15]([F:18])=[CH:14][C:13]=1[F:19].[CH:20]1(B(O)O)[CH2:22][CH2:21]1.C1(P(C2CCCCC2)C2C=CC=CC=2C2C(OC)=CC=CC=2OC)CCCCC1.C(=O)([O-])[O-].[Na+].[Na+], predict the reaction product. The product is: [CH:20]1([C:2]2[CH:7]=[C:6]([CH:8]=[O:9])[C:5]([O:10][CH3:11])=[CH:4][C:3]=2[C:12]2[CH:17]=[CH:16][C:15]([F:18])=[CH:14][C:13]=2[F:19])[CH2:22][CH2:21]1. (2) Given the reactants C[O:2][C:3](=[O:14])[CH:4](Br)[C:5]1[CH:10]=[CH:9][C:8]([Cl:11])=[C:7]([Cl:12])[CH:6]=1.[CH:15]1([SH:20])[CH2:19][CH2:18][CH2:17][CH2:16]1.[NH2:21][C:22]1[S:23][CH:24]=[CH:25][N:26]=1, predict the reaction product. The product is: [CH:15]1([S:20][CH:4]([C:5]2[CH:10]=[CH:9][C:8]([Cl:11])=[C:7]([Cl:12])[CH:6]=2)[C:3]([OH:2])=[O:14])[CH2:19][CH2:18][CH2:17][CH2:16]1.[CH:15]1([S:20][CH:4]([C:5]2[CH:10]=[CH:9][C:8]([Cl:11])=[C:7]([Cl:12])[CH:6]=2)[C:3]([NH:21][C:22]2[S:23][CH:24]=[CH:25][N:26]=2)=[O:14])[CH2:19][CH2:18][CH2:17][CH2:16]1. (3) Given the reactants [NH2:1][CH2:2][CH2:3][C:4]1[C:12]2[C:7](=[CH:8][CH:9]=[CH:10][CH:11]=2)[NH:6][CH:5]=1.C1N=CN([C:18]([N:20]2[CH:24]=N[CH:22]=[CH:21]2)=[O:19])C=1.CI.[F:27][C:28]1[CH:48]=[CH:47][C:31]([CH2:32][O:33][CH2:34][C:35]([NH:37][CH2:38][CH2:39][CH2:40][CH2:41][CH:42]2CCNC2)=[O:36])=[CH:30][CH:29]=1, predict the reaction product. The product is: [NH:6]1[C:7]2[C:12](=[CH:11][CH:10]=[CH:9][CH:8]=2)[C:4]([CH2:3][CH2:2][NH:1][C:18]([N:20]2[CH2:21][CH2:22][CH:42]([CH2:41][CH2:40][CH2:39][CH2:38][NH:37][C:35](=[O:36])[CH2:34][O:33][CH2:32][C:31]3[CH:47]=[CH:48][C:28]([F:27])=[CH:29][CH:30]=3)[CH2:24]2)=[O:19])=[CH:5]1. (4) Given the reactants Cl.O[CH2:3][C:4]1[C:9]([O:10][CH3:11])=[C:8]([Cl:12])[CH:7]=[CH:6][N:5]=1.S(Cl)([Cl:15])=O, predict the reaction product. The product is: [Cl:15][CH2:3][C:4]1[C:9]([O:10][CH3:11])=[C:8]([Cl:12])[CH:7]=[CH:6][N:5]=1. (5) Given the reactants [F:1][C:2]1[C:7]([F:8])=[CH:6][CH:5]=[CH:4][C:3]=1[C:9]1[N:17]=[C:12]2[CH:13]=[N:14][NH:15][CH:16]=[C:11]2[N:10]=1.Cl[CH2:19][C:20]1[O:24][N:23]=[C:22]([C:25]2[CH:30]=[CH:29][C:28]([N+:31]([O-:33])=[O:32])=[CH:27][CH:26]=2)[CH:21]=1, predict the reaction product. The product is: [F:1][C:2]1[C:7]([F:8])=[CH:6][CH:5]=[CH:4][C:3]=1[C:9]1[N:17]=[C:12]2[CH:13]=[N:14][N:15]([CH2:19][C:20]3[O:24][N:23]=[C:22]([C:25]4[CH:26]=[CH:27][C:28]([N+:31]([O-:33])=[O:32])=[CH:29][CH:30]=4)[CH:21]=3)[CH:16]=[C:11]2[N:10]=1. (6) The product is: [F:1][C:2]1[CH:7]=[CH:6][C:5]([N:11]2[CH2:12][CH2:13][CH2:14][CH:15]([C:16]([O:18][CH2:19][CH3:20])=[O:17])[C:10]2=[O:9])=[CH:4][CH:3]=1. Given the reactants [F:1][C:2]1[CH:7]=[CH:6][C:5](I)=[CH:4][CH:3]=1.[O:9]=[C:10]1[CH:15]([C:16]([O:18][CH2:19][CH3:20])=[O:17])[CH2:14][CH2:13][CH2:12][NH:11]1.[C@@H]1(N)CCCC[C@H]1N.[O-]P([O-])([O-])=O.[K+].[K+].[K+], predict the reaction product. (7) Given the reactants [Si]([O:8][CH2:9][CH2:10][N:11]([CH:42]([CH3:44])[CH3:43])[C:12]([C:14]1[C:19]([O:20][CH2:21][C:22]2[CH:27]=[CH:26][CH:25]=[CH:24][CH:23]=2)=[C:18]([OH:28])[N:17]=[C:16]([CH2:29][C:30]2([C:35]3[CH:40]=[CH:39][C:38]([Br:41])=[CH:37][CH:36]=3)[CH2:34][CH2:33][CH2:32][CH2:31]2)[N:15]=1)=[O:13])(C(C)(C)C)(C)C.Cl, predict the reaction product. The product is: [OH:8][CH2:9][CH2:10][N:11]([CH:42]([CH3:44])[CH3:43])[C:12]([C:14]1[C:19]([O:20][CH2:21][C:22]2[CH:27]=[CH:26][CH:25]=[CH:24][CH:23]=2)=[C:18]([OH:28])[N:17]=[C:16]([CH2:29][C:30]2([C:35]3[CH:40]=[CH:39][C:38]([Br:41])=[CH:37][CH:36]=3)[CH2:34][CH2:33][CH2:32][CH2:31]2)[N:15]=1)=[O:13]. (8) Given the reactants [CH3:1][C:2]1[CH:3]=[CH:4][C:5]2[N:6]([C:8]([CH2:11][S:12][C:13]3[CH:18]=[CH:17][C:16]([N+:19]([O-])=O)=[CH:15][CH:14]=3)=[CH:9][N:10]=2)[CH:7]=1.[Cl-].[Ca+2].[Cl-].C(O)C, predict the reaction product. The product is: [CH3:1][C:2]1[CH:3]=[CH:4][C:5]2[N:6]([C:8]([CH2:11][S:12][C:13]3[CH:18]=[CH:17][C:16]([NH2:19])=[CH:15][CH:14]=3)=[CH:9][N:10]=2)[CH:7]=1. (9) Given the reactants [F:1][C:2]1[CH:7]=[CH:6][C:5]([N:8]2[C:11](=[O:12])[C@H:10]([S:13][CH2:14][CH:15]([C:17]3[CH:22]=[CH:21][C:20]([F:23])=[CH:19][CH:18]=3)[OH:16])[C@H:9]2[C:24]2[CH:40]=[CH:39][C:27]([O:28][CH2:29][C:30](N[C@@H](C(O)=O)CO)=[O:31])=[CH:26][CH:25]=2)=[CH:4][CH:3]=1.Cl.C([O:46][C:47](=[O:56])[C@@H:48]([CH2:50][O:51]C(C)(C)C)[NH2:49])(C)(C)C.C[N:58]1[CH2:63][CH2:62][O:61]CC1.CN([C:67]([O:71]N1N=NC2C=CC=CC1=2)=[N+](C)C)C.[B-](F)(F)(F)F, predict the reaction product. The product is: [F:1][C:2]1[CH:3]=[CH:4][C:5]([N:8]2[C:11](=[O:12])[C@H:10]([S:13][CH2:14][CH:15]([C:17]3[CH:18]=[CH:19][C:20]([F:23])=[CH:21][CH:22]=3)[OH:16])[C@H:9]2[C:24]2[CH:40]=[CH:39][C:27]([O:28][CH2:29][C:30]([NH:58][C@@H:63]([C:67]([NH:49][C@@H:48]([C:47]([OH:46])=[O:56])[CH2:50][OH:51])=[O:71])[CH2:62][OH:61])=[O:31])=[CH:26][CH:25]=2)=[CH:6][CH:7]=1. (10) Given the reactants [F:1][C:2]1[CH:10]=[CH:9][CH:8]=[C:7]([F:11])[C:3]=1[C:4](Cl)=[O:5].[CH3:12][C:13]1[O:14][C:15]2[CH:28]=[CH:27][CH:26]=[CH:25][C:16]=2[C:17]=1[C:18]1[CH:19]=[CH:20][C:21]([NH2:24])=[N:22][CH:23]=1.CCN(C(C)C)C(C)C, predict the reaction product. The product is: [F:1][C:2]1[CH:10]=[CH:9][CH:8]=[C:7]([F:11])[C:3]=1[C:4]([NH:24][C:21]1[CH:20]=[CH:19][C:18]([C:17]2[C:16]3[CH:25]=[CH:26][CH:27]=[CH:28][C:15]=3[O:14][C:13]=2[CH3:12])=[CH:23][N:22]=1)=[O:5].